From a dataset of Full USPTO retrosynthesis dataset with 1.9M reactions from patents (1976-2016). Predict the reactants needed to synthesize the given product. (1) Given the product [C:1]([O:5][C:6]([N:8]1[CH2:12][C@H:11]([CH2:13][N:14]([C:23]2[CH:24]=[CH:25][C:26]([Cl:29])=[CH:27][CH:28]=2)[CH2:15][C:16]2[CH:21]=[CH:20][CH:19]=[CH:18][C:17]=2[O:22][CH2:38][CH2:39][CH2:40][O:41][CH3:42])[C@@H:10]([CH2:30][C:31]2[CH:36]=[CH:35][CH:34]=[CH:33][CH:32]=2)[CH2:9]1)=[O:7])([CH3:4])([CH3:2])[CH3:3], predict the reactants needed to synthesize it. The reactants are: [C:1]([O:5][C:6]([N:8]1[CH2:12][C@H:11]([CH2:13][N:14]([C:23]2[CH:28]=[CH:27][C:26]([Cl:29])=[CH:25][CH:24]=2)[CH2:15][C:16]2[CH:21]=[CH:20][CH:19]=[CH:18][C:17]=2[OH:22])[C@@H:10]([CH2:30][C:31]2[CH:36]=[CH:35][CH:34]=[CH:33][CH:32]=2)[CH2:9]1)=[O:7])([CH3:4])([CH3:3])[CH3:2].Br[CH2:38][CH2:39][CH2:40][O:41][CH3:42].C([O-])([O-])=O.[K+].[K+].CCOC(C)=O. (2) Given the product [C:24]([O:15][C:11]1[CH:12]=[CH:13][CH:14]=[C:9]([B:4]2[O:3][C:2]([CH3:16])([CH3:1])[C:6]([CH3:7])([CH3:8])[O:5]2)[CH:10]=1)(=[O:31])[C:25]1[CH:30]=[CH:29][CH:28]=[CH:27][CH:26]=1, predict the reactants needed to synthesize it. The reactants are: [CH3:1][C:2]1([CH3:16])[C:6]([CH3:8])([CH3:7])[O:5][B:4]([C:9]2[CH:10]=[C:11]([OH:15])[CH:12]=[CH:13][CH:14]=2)[O:3]1.C(N(CC)CC)C.[C:24](Cl)(=[O:31])[C:25]1[CH:30]=[CH:29][CH:28]=[CH:27][CH:26]=1.O. (3) Given the product [C:1]([NH:5][C:6](=[O:7])[OH:8])([CH3:4])([CH3:3])[CH3:2].[CH2:19]([NH:22][C:11]([C:12]1([S:15]([NH2:18])(=[O:17])=[O:16])[CH2:14][CH2:13]1)=[O:10])[CH2:20][CH3:21], predict the reactants needed to synthesize it. The reactants are: [C:1]([NH:5][C:6](=[O:8])[OH:7])([CH3:4])([CH3:3])[CH3:2].C[O:10][CH2:11][C:12]1([S:15]([NH2:18])(=[O:17])=[O:16])[CH2:14][CH2:13]1.[CH2:19]([N:22]=C=O)[CH2:20][CH3:21]. (4) Given the product [ClH:39].[CH2:1]([C:3]1[O:7][C:6]([CH2:8][N:9]2[C:14]3[CH:15]=[C:16]([C:18]4[CH:23]=[CH:22][CH:21]=[CH:20][CH:19]=4)[S:17][C:13]=3[C:12](=[O:24])[N:11]([CH:25]3[CH2:30][CH2:29][NH:28][CH2:27][CH2:26]3)[C:10]2=[O:38])=[N:5][N:4]=1)[CH3:2], predict the reactants needed to synthesize it. The reactants are: [CH2:1]([C:3]1[O:7][C:6]([CH2:8][N:9]2[C:14]3[CH:15]=[C:16]([C:18]4[CH:23]=[CH:22][CH:21]=[CH:20][CH:19]=4)[S:17][C:13]=3[C:12](=[O:24])[N:11]([CH:25]3[CH2:30][CH2:29][N:28](C(OC(C)(C)C)=O)[CH2:27][CH2:26]3)[C:10]2=[O:38])=[N:5][N:4]=1)[CH3:2].[ClH:39]. (5) Given the product [CH2:1]([C:5]12[CH2:18][C:17](=[O:19])[CH:16]=[C:6]1[C:7]1[CH:8]=[CH:9][C:10]([OH:14])=[CH:11][C:12]=1[CH2:13]2)[CH2:2][CH2:3][CH3:4], predict the reactants needed to synthesize it. The reactants are: [CH2:1]([C:5]12[CH2:18][C:17](=[O:19])[CH:16]=[C:6]1[C:7]1[CH:8]=[CH:9][C:10]([O:14]C)=[CH:11][C:12]=1[CH2:13]2)[CH2:2][CH2:3][CH3:4].B(Br)(Br)Br.